This data is from Reaction yield outcomes from USPTO patents with 853,638 reactions. The task is: Predict the reaction yield, written as a fraction of the theoretical maximum amount of product (1.0 means a 100% yield; for example, 0.34 means a 34% yield). (1) The reactants are C(OC([N:8]1[CH2:13][CH2:12][C:11](=O)[CH:10](Br)[CH2:9]1)=O)(C)(C)C.[C:16]([NH2:24])(=[S:23])[C:17]1[CH:22]=[CH:21][CH:20]=[CH:19][CH:18]=1. The catalyst is CN(C=O)C. The product is [C:17]1([C:16]2[S:23][C:10]3[CH2:9][NH:8][CH2:13][CH2:12][C:11]=3[N:24]=2)[CH:22]=[CH:21][CH:20]=[CH:19][CH:18]=1. The yield is 0.530. (2) The reactants are [CH:1]([NH:4][C:5]1[CH:10]=[CH:9][C:8]2[O:11][CH2:12][O:13][C:7]=2[CH:6]=1)([CH3:3])[CH3:2].[O:14]([C:16]#[N:17])[Na]. No catalyst specified. The product is [CH:1]([N:4]([C:5]1[CH:10]=[CH:9][C:8]2[O:11][CH2:12][O:13][C:7]=2[CH:6]=1)[C:16]([NH2:17])=[O:14])([CH3:3])[CH3:2]. The yield is 0.830. (3) The reactants are Cl.[CH3:2][S:3][C:4]1[C:5]([C:17]2[CH:22]=[CH:21][CH:20]=[CH:19][CH:18]=2)=[N:6][C:7]2[C:12]([C:13]=1[C:14](O)=[O:15])=[CH:11][CH:10]=[CH:9][CH:8]=2.C1C=C2N=NN(O)C2=CC=1.O.CN1CCOCC1.CCN=C=NCCCN(C)C.Cl.[CH:53]1([C@@H:56]([C:58]2[CH:63]=[CH:62][CH:61]=[CH:60][CH:59]=2)[NH2:57])[CH2:55][CH2:54]1. The catalyst is C(Cl)Cl. The product is [CH:53]1([C@@H:56]([C:58]2[CH:63]=[CH:62][CH:61]=[CH:60][CH:59]=2)[NH:57][C:14]([C:13]2[C:12]3[C:7](=[CH:8][CH:9]=[CH:10][CH:11]=3)[N:6]=[C:5]([C:17]3[CH:18]=[CH:19][CH:20]=[CH:21][CH:22]=3)[C:4]=2[S:3][CH3:2])=[O:15])[CH2:54][CH2:55]1. The yield is 0.830. (4) The reactants are [NH2:1][C:2]1[C:10]2[C:5](=[C:6]([F:13])[CH:7]=[CH:8][C:9]=2[O:11][CH3:12])[N:4]([CH2:14][C:15]2[CH:16]=[C:17]([CH:20]=[CH:21][CH:22]=2)[C:18]#[N:19])[N:3]=1.[Cl:23][C:24]1[S:28][C:27]([S:29](Cl)(=[O:31])=[O:30])=[CH:26][CH:25]=1.N1C=CC=CC=1. The catalyst is C(Cl)Cl. The product is [Cl:23][C:24]1[S:28][C:27]([S:29]([NH:1][C:2]2[C:10]3[C:5](=[C:6]([F:13])[CH:7]=[CH:8][C:9]=3[O:11][CH3:12])[N:4]([CH2:14][C:15]3[CH:22]=[CH:21][CH:20]=[C:17]([C:18]#[N:19])[CH:16]=3)[N:3]=2)(=[O:31])=[O:30])=[CH:26][CH:25]=1. The yield is 0.300.